Dataset: Forward reaction prediction with 1.9M reactions from USPTO patents (1976-2016). Task: Predict the product of the given reaction. (1) Given the reactants C(OC(=O)[NH:7][CH2:8][CH2:9][CH2:10][C:11]1[CH:16]=[CH:15][C:14]([N:17]2[CH2:21][C:20](=[O:22])[N:19]([CH2:23][CH2:24][Si:25]([CH3:28])([CH3:27])[CH3:26])[S:18]2(=[O:30])=[O:29])=[C:13]([O:31][CH2:32][C:33]2[CH:38]=[CH:37][CH:36]=[CH:35][CH:34]=2)[CH:12]=1)(C)(C)C.[F:40][C:41]([F:46])([F:45])[C:42]([OH:44])=[O:43], predict the reaction product. The product is: [OH:44][C:42]([C:41]([F:46])([F:45])[F:40])=[O:43].[NH2:7][CH2:8][CH2:9][CH2:10][C:11]1[CH:16]=[CH:15][C:14]([N:17]2[S:18](=[O:30])(=[O:29])[N:19]([CH2:23][CH2:24][Si:25]([CH3:26])([CH3:27])[CH3:28])[C:20](=[O:22])[CH2:21]2)=[C:13]([O:31][CH2:32][C:33]2[CH:34]=[CH:35][CH:36]=[CH:37][CH:38]=2)[CH:12]=1. (2) The product is: [CH3:28][C:27]([CH3:30])([CH3:29])[CH2:26][NH:25][C:18]1[C:17]([C:3]#[C:2][CH2:1][N:4]2[CH2:9][CH2:8][N:7]([C:10]3[CH:15]=[CH:14][CH:13]=[CH:12][N:11]=3)[CH2:6][CH2:5]2)=[CH:22][N:21]=[C:20]([C:23]#[N:24])[N:19]=1. Given the reactants [CH2:1]([N:4]1[CH2:9][CH2:8][N:7]([C:10]2[CH:15]=[CH:14][CH:13]=[CH:12][N:11]=2)[CH2:6][CH2:5]1)[C:2]#[CH:3].Br[C:17]1[C:18]([NH:25][CH2:26][C:27]([CH3:30])([CH3:29])[CH3:28])=[N:19][C:20]([C:23]#[N:24])=[N:21][CH:22]=1.C(N(CC)CC)C, predict the reaction product. (3) Given the reactants [NH2:1][CH2:2][C:3]1[C:4](=[N:9][NH:10][C:11]2[CH:16]=[CH:15][CH:14]=[C:13]([F:17])[CH:12]=2)[C:5]([NH2:8])=[N:6][N:7]=1.C(N(CC)CC)C.S(O[CH2:36][CH2:37][O:38][CH2:39][CH2:40]OS(C1C=CC(C)=CC=1)(=O)=O)(C1C=CC(C)=CC=1)(=O)=O.C(OCC)(=O)C, predict the reaction product. The product is: [F:17][C:13]1[CH:12]=[C:11]([NH:10][N:9]=[C:4]2[C:3]([CH2:2][N:1]3[CH2:40][CH2:39][O:38][CH2:37][CH2:36]3)=[N:7][N:6]=[C:5]2[NH2:8])[CH:16]=[CH:15][CH:14]=1.